From a dataset of Peptide-MHC class I binding affinity with 185,985 pairs from IEDB/IMGT. Regression. Given a peptide amino acid sequence and an MHC pseudo amino acid sequence, predict their binding affinity value. This is MHC class I binding data. (1) The peptide sequence is EMADYIFFV. The MHC is HLA-A02:12 with pseudo-sequence HLA-A02:12. The binding affinity (normalized) is 0.936. (2) The MHC is HLA-B58:01 with pseudo-sequence HLA-B58:01. The peptide sequence is TVAPPAPVY. The binding affinity (normalized) is 0.352. (3) The peptide sequence is ALLTGSYTI. The MHC is HLA-A69:01 with pseudo-sequence HLA-A69:01. The binding affinity (normalized) is 0.186. (4) The peptide sequence is DVEKRILNT. The MHC is HLA-A68:02 with pseudo-sequence HLA-A68:02. The binding affinity (normalized) is 0. (5) The peptide sequence is NTCLRCSKL. The MHC is HLA-A02:01 with pseudo-sequence HLA-A02:01. The binding affinity (normalized) is 0.0654.